Dataset: Reaction yield outcomes from USPTO patents with 853,638 reactions. Task: Predict the reaction yield, written as a fraction of the theoretical maximum amount of product (1.0 means a 100% yield; for example, 0.34 means a 34% yield). (1) The reactants are O[CH2:2][C:3]1[CH:12]=[N:11][C:10]2[N:9]3[CH2:13][CH2:14][CH2:15][C@H:8]3[C:7](=[O:16])[NH:6][C:5]=2[CH:4]=1.[F:17][C:18]1[CH:19]=[C:20]([CH:23]=[CH:24][C:25]=1[N:26]1[CH2:31][CH2:30][NH:29][CH2:28][CH2:27]1)[C:21]#[N:22].[I-].C(C[P+](C)(C)C)#N.C(N(CC)C(C)C)(C)C. The catalyst is C(#N)CC.CS(C)=O. The product is [F:17][C:18]1[CH:19]=[C:20]([CH:23]=[CH:24][C:25]=1[N:26]1[CH2:31][CH2:30][N:29]([CH2:2][C:3]2[CH:12]=[N:11][C:10]3[N:9]4[CH2:13][CH2:14][CH2:15][C@H:8]4[C:7](=[O:16])[NH:6][C:5]=3[CH:4]=2)[CH2:28][CH2:27]1)[C:21]#[N:22]. The yield is 0.216. (2) The reactants are [N+:1]([C:4]1[N:8]=[CH:7][N:6]([C:9]2[CH:16]=[CH:15][C:14](/[CH:17]=[CH:18]/[CH:19]([C:24]3[CH:29]=[C:28]([Cl:30])[C:27]([Cl:31])=[C:26]([Cl:32])[CH:25]=3)[C:20]([F:23])([F:22])[F:21])=[CH:13][C:10]=2[C:11]#[N:12])[N:5]=1)([O-])=O.[NH4+].[Cl-]. The catalyst is CO.[Zn]. The product is [NH2:1][C:4]1[N:8]=[CH:7][N:6]([C:9]2[CH:16]=[CH:15][C:14](/[CH:17]=[CH:18]/[CH:19]([C:24]3[CH:25]=[C:26]([Cl:32])[C:27]([Cl:31])=[C:28]([Cl:30])[CH:29]=3)[C:20]([F:21])([F:22])[F:23])=[CH:13][C:10]=2[C:11]#[N:12])[N:5]=1. The yield is 0.890. (3) The reactants are COC1C=C(OC)C=CC=1C[N:6]1[CH2:21][C:20]2([CH2:25][CH2:24][CH2:23][CH2:22]2)[N:19]2[CH:8]([CH2:9][C:10](=[O:26])[C:11]3[CH:16]=[N:15][C:14]([S:17][CH3:18])=[N:13][C:12]=32)[C:7]1=[O:27]. The catalyst is FC(F)(F)C(O)=O. The product is [CH3:18][S:17][C:14]1[N:15]=[CH:16][C:11]2[C:10](=[O:26])[CH2:9][CH:8]3[C:7](=[O:27])[NH:6][CH2:21][C:20]4([CH2:25][CH2:24][CH2:23][CH2:22]4)[N:19]3[C:12]=2[N:13]=1. The yield is 0.230. (4) The reactants are [F:1][C:2]1[CH:8]=[C:7]([F:9])[C:6]([N+:10]([O-:12])=[O:11])=[CH:5][C:3]=1[NH2:4].[C:13]1(B(O)O)[CH:18]=[CH:17][CH:16]=[CH:15][CH:14]=1.C(N(CC)CC)C. The catalyst is ClCCl.C([O-])(=O)C.[Cu+2].C([O-])(=O)C. The product is [F:1][C:2]1[CH:8]=[C:7]([F:9])[C:6]([N+:10]([O-:12])=[O:11])=[CH:5][C:3]=1[NH:4][C:13]1[CH:18]=[CH:17][CH:16]=[CH:15][CH:14]=1. The yield is 0.910. (5) The reactants are [CH2:1]([N:5]1[C:9](=[O:10])[C:8](Cl)=[C:7]([C:12]2[CH:17]=[CH:16][CH:15]=[CH:14][CH:13]=2)[S:6]1(=[O:19])=[O:18])[CH2:2][CH2:3][CH3:4].[NH2:20][C:21]1[CH:26]=[CH:25][C:24]([CH2:27][OH:28])=[CH:23][CH:22]=1. The catalyst is CN(C=O)C. The product is [CH2:1]([N:5]1[C:9](=[O:10])[C:8]([NH:20][C:21]2[CH:26]=[CH:25][C:24]([CH2:27][OH:28])=[CH:23][CH:22]=2)=[C:7]([C:12]2[CH:17]=[CH:16][CH:15]=[CH:14][CH:13]=2)[S:6]1(=[O:19])=[O:18])[CH2:2][CH2:3][CH3:4]. The yield is 0.0470. (6) The reactants are [CH2:1]([O:4][C:5]1[N:10]=[C:9]([C:11]([OH:13])=[O:12])[CH:8]=[N:7][C:6]=1[N:14]1[CH2:18][CH2:17][CH2:16][CH2:15]1)[CH2:2][CH3:3].COC(C1C=NC(Cl)=C(Br)N=1)=O.[F:31][C:32]1[CH:37]=CC(CO)=[CH:34][CH:33]=1.N1CCCC1.[OH-].[K+]. No catalyst specified. The product is [F:31][C:32]1[CH:33]=[CH:34][C:2]([CH2:1][O:4][C:5]2[N:10]=[C:9]([C:11]([OH:13])=[O:12])[CH:8]=[N:7][C:6]=2[N:14]2[CH2:18][CH2:17][CH2:16][CH2:15]2)=[CH:3][CH:37]=1. The yield is 0.130. (7) The reactants are [N+:1]([C:4]1[CH:5]=[N:6][CH:7]=[C:8]([CH3:23])[C:9]=1[N:10]1[CH2:14][CH2:13][C@H:12]([NH:15][C:16](=[O:22])[O:17][C:18]([CH3:21])([CH3:20])[CH3:19])[CH2:11]1)([O-])=O.CC(O)=O. The catalyst is [Fe].O. The product is [NH2:1][C:4]1[CH:5]=[N:6][CH:7]=[C:8]([CH3:23])[C:9]=1[N:10]1[CH2:14][CH2:13][C@H:12]([NH:15][C:16](=[O:22])[O:17][C:18]([CH3:19])([CH3:20])[CH3:21])[CH2:11]1. The yield is 0.910.